From a dataset of Forward reaction prediction with 1.9M reactions from USPTO patents (1976-2016). Predict the product of the given reaction. (1) Given the reactants [N:1]1([C:7]2[C:8]3[S:22][CH:21]=[CH:20][C:9]=3[N:10]=[C:11]([C:13]3[CH:14]=[C:15]([OH:19])[CH:16]=[CH:17][CH:18]=3)[N:12]=2)[CH2:6][CH2:5][O:4][CH2:3][CH2:2]1.N1C=CN=C1.[Si:28](Cl)([C:31]([CH3:34])([CH3:33])[CH3:32])([CH3:30])[CH3:29], predict the reaction product. The product is: [C:31]([Si:28]([CH3:30])([CH3:29])[O:19][C:15]1[CH:14]=[C:13]([C:11]2[N:12]=[C:7]([N:1]3[CH2:6][CH2:5][O:4][CH2:3][CH2:2]3)[C:8]3[S:22][CH:21]=[CH:20][C:9]=3[N:10]=2)[CH:18]=[CH:17][CH:16]=1)([CH3:34])([CH3:33])[CH3:32]. (2) Given the reactants [OH:1][C:2]1[C:15]([OH:16])=[C:14](O)[CH:13]=[CH:12][C:3]=1[C:4]([C:6]1[CH:11]=[CH:10][CH:9]=[CH:8][CH:7]=1)=[O:5].Br[CH2:19][CH2:20][CH2:21][CH2:22][CH2:23][CH2:24][CH2:25][CH2:26][CH2:27][CH2:28][CH2:29][CH2:30][CH2:31][CH2:32][CH2:33][CH2:34][CH2:35][CH3:36].[C:37](=[O:40])([O-])[O-].[K+].[K+].Cl, predict the reaction product. The product is: [CH2:19]([O:1][C:2]1[C:15]([O:16][CH2:36][CH2:35][CH2:34][CH2:33][CH2:32][CH2:31][CH2:30][CH2:29][CH2:28][CH2:27][CH2:26][CH2:25][CH2:24][CH2:23][CH2:22][CH2:21][CH2:20][CH3:19])=[C:14]([O:40][CH2:37][CH2:35][CH2:34][CH2:33][CH2:32][CH2:31][CH2:30][CH2:29][CH2:28][CH2:27][CH2:26][CH2:25][CH2:24][CH2:23][CH2:22][CH2:21][CH2:20][CH3:19])[CH:13]=[CH:12][C:3]=1[C:4]([C:6]1[CH:11]=[CH:10][CH:9]=[CH:8][CH:7]=1)=[O:5])[CH2:20][CH2:21][CH2:22][CH2:23][CH2:24][CH2:25][CH2:26][CH2:27][CH2:28][CH2:29][CH2:30][CH2:31][CH2:32][CH2:33][CH2:34][CH2:35][CH3:36]. (3) Given the reactants [F:1][C:2]([F:22])([F:21])[C:3]1[CH:8]=[CH:7][C:6]([C:9]2[CH:14]=[CH:13][C:12]([C:15]([OH:17])=O)=[C:11]([N+:18]([O-:20])=[O:19])[CH:10]=2)=[CH:5][CH:4]=1.[N:23]1([CH2:28][C:29]2[CH:34]=[CH:33][C:32]([CH2:35][CH2:36][NH2:37])=[CH:31][CH:30]=2)[CH2:27][CH2:26][CH2:25][CH2:24]1, predict the reaction product. The product is: [N:23]1([CH2:28][C:29]2[CH:34]=[CH:33][C:32]([CH2:35][CH2:36][NH:37][C:15]([C:12]3[CH:13]=[CH:14][C:9]([C:6]4[CH:7]=[CH:8][C:3]([C:2]([F:21])([F:22])[F:1])=[CH:4][CH:5]=4)=[CH:10][C:11]=3[N+:18]([O-:20])=[O:19])=[O:17])=[CH:31][CH:30]=2)[CH2:27][CH2:26][CH2:25][CH2:24]1. (4) Given the reactants Br[C:2]1[CH:3]=[CH:4][C:5]2[S:9][CH:8]=[CH:7][C:6]=2[CH:10]=1.C(=O)([O-])O.[Na+].C(O)C.[C:19]([NH:27][C:28]1[CH:40]=[C:39](B2OC(C)(C)C(C)(C)O2)[CH:38]=[CH:37][C:29]=1[C:30]([O:32][C:33]([CH3:36])([CH3:35])[CH3:34])=[O:31])(=[O:26])[C:20]1[CH:25]=[CH:24][CH:23]=[CH:22][CH:21]=1, predict the reaction product. The product is: [C:19]([NH:27][C:28]1[CH:40]=[C:39]([C:2]2[CH:3]=[CH:4][C:5]3[S:9][CH:8]=[CH:7][C:6]=3[CH:10]=2)[CH:38]=[CH:37][C:29]=1[C:30]([O:32][C:33]([CH3:35])([CH3:36])[CH3:34])=[O:31])(=[O:26])[C:20]1[CH:21]=[CH:22][CH:23]=[CH:24][CH:25]=1. (5) Given the reactants [Br-].[N:2]1([C:7]2[CH:25]=[CH:24][C:10]([C:11](=[O:23])[CH2:12][N+:13]3[C:22]4[C:17](=[CH:18][CH:19]=[CH:20][CH:21]=4)[CH:16]=[CH:15][CH:14]=3)=[CH:9][CH:8]=2)[CH2:6][CH2:5][CH2:4][CH2:3]1.BrCC(C1C=C[C:33]([N:36]2CCCC2)=[CH:32][CH:31]=1)=O.N1C2C(=CC=CC=2)C=CC=1, predict the reaction product. The product is: [C:33]([C:32]1[CH:31]=[C:12]([C:11](=[O:23])[C:10]2[CH:9]=[CH:8][C:7]([N:2]3[CH2:6][CH2:5][CH2:4][CH2:3]3)=[CH:25][CH:24]=2)[N:13]2[C:22]3[C:17](=[CH:18][CH:19]=[CH:20][CH:21]=3)[CH:16]=[CH:15][C:14]=12)#[N:36]. (6) Given the reactants [CH:1]1([CH2:7][O:8][C:9]2[CH:14]=[C:13]([O:15][CH2:16][CH2:17][O:18][CH3:19])[CH:12]=[CH:11][C:10]=2/[CH:20]=[CH:21]/[C:22]([OH:24])=O)[CH2:6][CH2:5][CH2:4][CH2:3][CH2:2]1.Cl.CN(C)CCCN=C=N.[CH2:35]([S:40]([NH2:43])(=[O:42])=[O:41])[CH2:36][CH2:37][CH2:38][CH3:39], predict the reaction product. The product is: [CH:1]1([CH2:7][O:8][C:9]2[CH:14]=[C:13]([O:15][CH2:16][CH2:17][O:18][CH3:19])[CH:12]=[CH:11][C:10]=2/[CH:20]=[CH:21]/[C:22]([NH:43][S:40]([CH2:35][CH2:36][CH2:37][CH2:38][CH3:39])(=[O:42])=[O:41])=[O:24])[CH2:2][CH2:3][CH2:4][CH2:5][CH2:6]1. (7) The product is: [Br:1][C:2]1[CH:3]=[CH:4][C:5]([CH:8]([CH3:13])[C:9]([O:11][CH3:12])=[O:10])=[CH:6][CH:7]=1. Given the reactants [Br:1][C:2]1[CH:7]=[CH:6][C:5]([CH2:8][C:9]([O:11][CH3:12])=[O:10])=[CH:4][CH:3]=1.[CH3:13][Si]([N-][Si](C)(C)C)(C)C.[Na+].IC, predict the reaction product. (8) Given the reactants [N:1]1[C:10]2[C:5](=[CH:6][C:7]([NH2:11])=[CH:8][CH:9]=2)[CH:4]=[CH:3][CH:2]=1.[F:12][C:13]([F:24])([F:23])[C:14]1[CH:19]=[CH:18][C:17]([CH2:20][C:21]#N)=[CH:16][CH:15]=1.C([O:28][C:29](=O)[C@H:30]([C:32]1[CH:37]=[CH:36][CH:35]=[CH:34][CH:33]=1)[OH:31])(=O)C, predict the reaction product. The product is: [OH:31][C@@H:30]([C:32]1[CH:37]=[CH:36][CH:35]=[CH:34][CH:33]=1)[C:29]([N:11]([C:7]1[CH:6]=[C:5]2[C:10](=[CH:9][CH:8]=1)[N:1]=[CH:2][CH:3]=[CH:4]2)[CH2:21][CH2:20][C:17]1[CH:18]=[CH:19][C:14]([C:13]([F:24])([F:23])[F:12])=[CH:15][CH:16]=1)=[O:28].